This data is from Reaction yield outcomes from USPTO patents with 853,638 reactions. The task is: Predict the reaction yield, written as a fraction of the theoretical maximum amount of product (1.0 means a 100% yield; for example, 0.34 means a 34% yield). (1) The reactants are F[C:2]1[CH:23]=[C:22]([C:24]([F:30])([F:29])[C:25]([F:28])([F:27])[F:26])[CH:21]=[CH:20][C:3]=1[C:4]([NH:6][C:7]1[CH:19]=[CH:18][C:10]([C:11]([O:13]C(C)(C)C)=[O:12])=[CH:9][CH:8]=1)=[O:5].[F:31][C:32](F)(F)[C:33]([OH:35])=O. The catalyst is ClCCl. The product is [F:31][C:32]1[CH:25]=[C:24]([F:29])[CH:22]=[CH:21][C:33]=1[O:35][C:2]1[CH:23]=[C:22]([C:24]([F:29])([F:30])[C:25]([F:27])([F:28])[F:26])[CH:21]=[CH:20][C:3]=1[C:4]([NH:6][C:7]1[CH:19]=[CH:18][C:10]([C:11]([OH:13])=[O:12])=[CH:9][CH:8]=1)=[O:5]. The yield is 0.220. (2) The reactants are C([O:8][C:9]1[CH:14]=[CH:13][CH:12]=[CH:11][C:10]=1[CH2:15][CH2:16][CH2:17][CH2:18][CH2:19][CH2:20][CH2:21][S:22]([F:25])(=[O:24])=[O:23])C1C=CC=CC=1.B(F)(F)F.CCOCC. The catalyst is C(S)(S)C. The product is [OH:8][C:9]1[CH:14]=[CH:13][CH:12]=[CH:11][C:10]=1[CH2:15][CH2:16][CH2:17][CH2:18][CH2:19][CH2:20][CH2:21][S:22]([F:25])(=[O:24])=[O:23]. The yield is 0.700. (3) The reactants are Br[C:2]1[CH:3]=[C:4]2[C:8](=[CH:9][CH:10]=1)[NH:7][C:6](=[O:11])[CH2:5]2.[N+:12]([C:15]1[CH:16]=[C:17](B(O)O)[CH:18]=[CH:19][CH:20]=1)([O-:14])=[O:13].C(=O)([O-])[O-].[K+].[K+]. The catalyst is COCCOC.O.C1C=CC([P]([Pd]([P](C2C=CC=CC=2)(C2C=CC=CC=2)C2C=CC=CC=2)([P](C2C=CC=CC=2)(C2C=CC=CC=2)C2C=CC=CC=2)[P](C2C=CC=CC=2)(C2C=CC=CC=2)C2C=CC=CC=2)(C2C=CC=CC=2)C2C=CC=CC=2)=CC=1. The product is [N+:12]([C:15]1[CH:20]=[C:19]([C:2]2[CH:3]=[C:4]3[C:8](=[CH:9][CH:10]=2)[NH:7][C:6](=[O:11])[CH2:5]3)[CH:18]=[CH:17][CH:16]=1)([O-:14])=[O:13]. The yield is 0.650. (4) The reactants are [CH3:1][C:2]([C:11]([OH:13])=[O:12])([CH2:4][C:5]1[CH:10]=[CH:9][CH:8]=[CH:7][CH:6]=1)[NH2:3].[CH2:14]=O.[ClH:16]. No catalyst specified. The product is [ClH:16].[CH3:1][C:2]1([C:11]([OH:13])=[O:12])[CH2:4][C:5]2[C:6](=[CH:7][CH:8]=[CH:9][CH:10]=2)[CH2:14][NH:3]1. The yield is 0.400. (5) The reactants are [CH3:1][O:2][C:3]1[CH:4]=[C:5]2[C:10](=[CH:11][CH:12]=1)[CH2:9][C:8](=O)[CH2:7][CH2:6]2.[N+](C1C=CC=CC=1S([N:26]([CH2:36][C:37]1[CH:42]=[CH:41][CH:40]=[CH:39][N:38]=1)[CH2:27][C:28]1[CH:33]=[CH:32][C:31]([CH2:34][NH2:35])=[CH:30][CH:29]=1)(=O)=O)([O-])=O.[BH3-]C#N.[Na+].C(OC)(OC)OC. The catalyst is CO.C(O)(=O)C. The product is [N:38]1[CH:39]=[CH:40][CH:41]=[CH:42][C:37]=1[CH2:36][NH:26][CH2:27][C:28]1[CH:29]=[CH:30][C:31]([CH2:34][NH:35][CH:8]2[CH2:7][CH2:6][C:5]3[C:10](=[CH:11][CH:12]=[C:3]([O:2][CH3:1])[CH:4]=3)[CH2:9]2)=[CH:32][CH:33]=1. The yield is 0.400. (6) The reactants are Br[C:2]1[CH:24]=[C:23]([F:25])[CH:22]=[CH:21][C:3]=1[O:4][CH2:5][C:6]([N:8]([CH:18]([CH3:20])[CH3:19])[NH:9][C:10](=[O:17])[C:11]1[CH:16]=[CH:15][CH:14]=[CH:13][CH:12]=1)=[O:7].C([O-])([O-])=O.[Na+].[Na+].[N+:32]([C:35]1[CH:40]=[CH:39][CH:38]=[CH:37][C:36]=1B(O)O)([O-:34])=[O:33]. The catalyst is COCCOC. The product is [F:25][C:23]1[CH:22]=[CH:21][C:3]([O:4][CH2:5][C:6]([N:8]([CH:18]([CH3:20])[CH3:19])[NH:9][C:10](=[O:17])[C:11]2[CH:16]=[CH:15][CH:14]=[CH:13][CH:12]=2)=[O:7])=[C:2]([C:36]2[CH:37]=[CH:38][CH:39]=[CH:40][C:35]=2[N+:32]([O-:34])=[O:33])[CH:24]=1. The yield is 0.210. (7) The reactants are [BH4-].[Na+].[CH3:3][NH:4][CH:5]=[CH:6][C:7]([C:9]1[CH:14]=[CH:13][CH:12]=[CH:11][CH:10]=1)=[O:8].[OH-].[Na+]. The catalyst is C(O)(=O)C. The product is [CH3:3][NH:4][CH2:5][CH2:6][CH:7]([C:9]1[CH:14]=[CH:13][CH:12]=[CH:11][CH:10]=1)[OH:8]. The yield is 0.770. (8) The reactants are Cl[C:2]1[N:7]=[CH:6][C:5]([C:8]([O:10][CH3:11])=[O:9])=[CH:4][N:3]=1.[CH:12]1([N:15]2[CH2:21][CH2:20][CH2:19][NH:18][CH2:17][CH2:16]2)[CH2:14][CH2:13]1.C(N(C(C)C)C(C)C)C. The catalyst is ClCCl. The product is [CH:12]1([N:15]2[CH2:21][CH2:20][CH2:19][N:18]([C:2]3[N:7]=[CH:6][C:5]([C:8]([O:10][CH3:11])=[O:9])=[CH:4][N:3]=3)[CH2:17][CH2:16]2)[CH2:14][CH2:13]1. The yield is 0.970.